This data is from Forward reaction prediction with 1.9M reactions from USPTO patents (1976-2016). The task is: Predict the product of the given reaction. (1) Given the reactants [C:1]1([NH:7][C:8]([N:10]2[CH2:15][CH2:14][NH:13][CH2:12][CH2:11]2)=[O:9])[CH:6]=[CH:5][CH:4]=[CH:3][CH:2]=1.[CH2:16]([O:23][C:24]1[CH:31]=[CH:30][CH:29]=[CH:28][C:25]=1[CH:26]=O)[C:17]1[CH:22]=[CH:21][CH:20]=[CH:19][CH:18]=1, predict the reaction product. The product is: [C:1]1([NH:7][C:8]([N:10]2[CH2:15][CH2:14][N:13]([CH2:26][C:25]3[CH:28]=[CH:29][CH:30]=[CH:31][C:24]=3[O:23][CH2:16][C:17]3[CH:22]=[CH:21][CH:20]=[CH:19][CH:18]=3)[CH2:12][CH2:11]2)=[O:9])[CH:6]=[CH:5][CH:4]=[CH:3][CH:2]=1. (2) Given the reactants [O:1]=[C:2]1[CH2:6][CH2:5][C:4](=[O:7])[N:3]1[CH2:8][CH2:9][CH2:10][N:11]1[C:20]2[C:15](=[N:16][CH:17]=[C:18]([CH2:21][C:22]3[CH:27]=[CH:26][C:25]([F:28])=[CH:24][CH:23]=3)[CH:19]=2)[C:14]([OH:29])=[C:13]([C:30](OCC)=[O:31])[C:12]1=[O:35].[CH3:36][O:37][CH2:38][CH2:39][NH2:40], predict the reaction product. The product is: [O:1]=[C:2]1[CH2:6][CH2:5][C:4](=[O:7])[N:3]1[CH2:8][CH2:9][CH2:10][N:11]1[C:20]2[C:15](=[N:16][CH:17]=[C:18]([CH2:21][C:22]3[CH:23]=[CH:24][C:25]([F:28])=[CH:26][CH:27]=3)[CH:19]=2)[C:14]([OH:29])=[C:13]([C:30]([NH:40][CH2:39][CH2:38][O:37][CH3:36])=[O:31])[C:12]1=[O:35].